Dataset: NCI-60 drug combinations with 297,098 pairs across 59 cell lines. Task: Regression. Given two drug SMILES strings and cell line genomic features, predict the synergy score measuring deviation from expected non-interaction effect. (1) Drug 1: CC1=C2C(C(=O)C3(C(CC4C(C3C(C(C2(C)C)(CC1OC(=O)C(C(C5=CC=CC=C5)NC(=O)C6=CC=CC=C6)O)O)OC(=O)C7=CC=CC=C7)(CO4)OC(=O)C)O)C)OC(=O)C. Drug 2: CNC(=O)C1=NC=CC(=C1)OC2=CC=C(C=C2)NC(=O)NC3=CC(=C(C=C3)Cl)C(F)(F)F. Cell line: HCC-2998. Synergy scores: CSS=12.9, Synergy_ZIP=27.5, Synergy_Bliss=29.5, Synergy_Loewe=22.9, Synergy_HSA=24.5. (2) Drug 1: C(=O)(N)NO. Drug 2: CN(C(=O)NC(C=O)C(C(C(CO)O)O)O)N=O. Cell line: OVCAR-8. Synergy scores: CSS=-1.32, Synergy_ZIP=-0.0980, Synergy_Bliss=-1.88, Synergy_Loewe=-0.603, Synergy_HSA=-1.52. (3) Drug 2: C(CC(=O)O)C(=O)CN.Cl. Synergy scores: CSS=9.06, Synergy_ZIP=3.51, Synergy_Bliss=9.36, Synergy_Loewe=3.96, Synergy_HSA=4.66. Cell line: NCI-H522. Drug 1: CC1=CC=C(C=C1)C2=CC(=NN2C3=CC=C(C=C3)S(=O)(=O)N)C(F)(F)F. (4) Drug 1: C1CCC(C1)C(CC#N)N2C=C(C=N2)C3=C4C=CNC4=NC=N3. Drug 2: C1CN(P(=O)(OC1)NCCCl)CCCl. Cell line: CAKI-1. Synergy scores: CSS=22.5, Synergy_ZIP=-5.30, Synergy_Bliss=1.33, Synergy_Loewe=-11.8, Synergy_HSA=1.05. (5) Drug 1: CC1=C(C=C(C=C1)C(=O)NC2=CC(=CC(=C2)C(F)(F)F)N3C=C(N=C3)C)NC4=NC=CC(=N4)C5=CN=CC=C5. Drug 2: COC1=C2C(=CC3=C1OC=C3)C=CC(=O)O2. Cell line: OVCAR-8. Synergy scores: CSS=-3.61, Synergy_ZIP=0.526, Synergy_Bliss=-3.73, Synergy_Loewe=-7.60, Synergy_HSA=-7.96. (6) Drug 1: CCC1(CC2CC(C3=C(CCN(C2)C1)C4=CC=CC=C4N3)(C5=C(C=C6C(=C5)C78CCN9C7C(C=CC9)(C(C(C8N6C)(C(=O)OC)O)OC(=O)C)CC)OC)C(=O)OC)O.OS(=O)(=O)O. Drug 2: CC1=C(C=C(C=C1)C(=O)NC2=CC(=CC(=C2)C(F)(F)F)N3C=C(N=C3)C)NC4=NC=CC(=N4)C5=CN=CC=C5. Cell line: SF-268. Synergy scores: CSS=-0.979, Synergy_ZIP=1.02, Synergy_Bliss=0.892, Synergy_Loewe=-3.35, Synergy_HSA=-2.61.